This data is from Catalyst prediction with 721,799 reactions and 888 catalyst types from USPTO. The task is: Predict which catalyst facilitates the given reaction. (1) Reactant: Cl.C(OC(=O)[NH:8][CH:9]1[CH2:14][CH2:13][CH2:12][N:11]([C:15]2[CH:20]=[CH:19][C:18]([NH:21][C:22]([C:24]3[C:29]([C:30]([NH:32][C:33]4[CH:38]=[CH:37][C:36]([Cl:39])=[CH:35][CH:34]=4)=[O:31])=[N:28][CH:27]=[CH:26][N:25]=3)=[O:23])=[CH:17][CH:16]=2)[C:10]1=[O:40])(C)(C)C. Product: [ClH:39].[NH2:8][CH:9]1[CH2:14][CH2:13][CH2:12][N:11]([C:15]2[CH:20]=[CH:19][C:18]([NH:21][C:22]([C:24]3[C:29]([C:30]([NH:32][C:33]4[CH:34]=[CH:35][C:36]([Cl:39])=[CH:37][CH:38]=4)=[O:31])=[N:28][CH:27]=[CH:26][N:25]=3)=[O:23])=[CH:17][CH:16]=2)[C:10]1=[O:40]. The catalyst class is: 12. (2) Reactant: [N+:1]([C:4]1[C:5]([F:24])=[CH:6][C:7]([F:23])=[C:8]([C:10]2[CH2:11][CH2:12][N:13]([C:16]([O:18][C:19]([CH3:22])([CH3:21])[CH3:20])=[O:17])[CH2:14][CH:15]=2)[CH:9]=1)([O-])=O. Product: [NH2:1][C:4]1[C:5]([F:24])=[CH:6][C:7]([F:23])=[C:8]([CH:10]2[CH2:15][CH2:14][N:13]([C:16]([O:18][C:19]([CH3:20])([CH3:22])[CH3:21])=[O:17])[CH2:12][CH2:11]2)[CH:9]=1. The catalyst class is: 63. (3) Reactant: S(Cl)(Cl)=O.C([O:8][CH2:9][C:10]([CH3:52])([CH3:51])[CH2:11][N:12]1[C:18]2[CH:19]=[CH:20][C:21]([Cl:23])=[CH:22][C:17]=2[C@@H:16]([C:24]2[CH:29]=[CH:28][CH:27]=[C:26]([O:30][CH3:31])[C:25]=2[O:32][CH3:33])[O:15][C@H:14]([CH2:34][C:35]([C:37]2[CH:42]=[CH:41][C:40]([CH2:43][CH2:44][C:45]([O:47]CC)=[O:46])=[CH:39][CH:38]=2)=O)[C:13]1=[O:50])(=O)C.Cl. Product: [Cl:23][C:21]1[CH:20]=[CH:19][C:18]2[N:12]([CH2:11][C:10]([CH3:52])([CH3:51])[CH2:9][OH:8])[C:13](=[O:50])[C@@H:14]([CH2:34][CH2:35][C:37]3[CH:42]=[CH:41][C:40]([CH2:43][CH2:44][C:45]([OH:47])=[O:46])=[CH:39][CH:38]=3)[O:15][C@H:16]([C:24]3[CH:29]=[CH:28][CH:27]=[C:26]([O:30][CH3:31])[C:25]=3[O:32][CH3:33])[C:17]=2[CH:22]=1. The catalyst class is: 272. (4) Reactant: [C:1]([N:8]([C:27]([O:29][C:30]([CH3:33])([CH3:32])[CH3:31])=[O:28])[C@H:9]1[CH2:13][C@@H:12]([N:14]2[CH:22]=[N:21][C:20]3[C:15]2=[N:16][C:17]([Cl:24])=[N:18][C:19]=3Cl)[C@H:11](O)[C@@H:10]1O)([O:3][C:4]([CH3:7])([CH3:6])[CH3:5])=[O:2].CCN(C(C)C)C(C)C.[C:43]1([CH:49]([C:52]2[CH:57]=[CH:56][CH:55]=[CH:54][CH:53]=2)[CH2:50][NH2:51])[CH:48]=[CH:47][CH:46]=[CH:45][CH:44]=1. Product: [Cl:24][C:17]1[N:16]=[C:15]2[C:20]([N:21]=[CH:22][N:14]2[C@@H:12]2[CH2:13][C@H:9]([N:8]([C:27]([O:29][C:30]([CH3:32])([CH3:33])[CH3:31])=[O:28])[C:1]([O:3][C:4]([CH3:5])([CH3:7])[CH3:6])=[O:2])[CH:10]=[CH:11]2)=[C:19]([NH:51][CH2:50][CH:49]([C:43]2[CH:48]=[CH:47][CH:46]=[CH:45][CH:44]=2)[C:52]2[CH:57]=[CH:56][CH:55]=[CH:54][CH:53]=2)[N:18]=1. The catalyst class is: 1. (5) Reactant: [Br:1][C:2]1[N:6]([CH:7]([CH3:9])[CH3:8])[N:5]=[CH:4][C:3]=1[CH2:10][C:11]1(C(O)=O)[CH2:16][CH2:15][N:14]([C:17]([O:19][C:20]([CH3:23])([CH3:22])[CH3:21])=[O:18])[CH2:13][CH2:12]1.C1(P(N=[N+]=[N-])(C2C=CC=CC=2)=[O:34])C=CC=CC=1.C([N:46]([CH2:49]C)CC)C. Product: [Br:1][C:2]1[N:6]([CH:7]([CH3:9])[CH3:8])[N:5]=[CH:4][C:3]=1[CH2:10][C:11]1([N:46]=[C:49]=[O:34])[CH2:16][CH2:15][N:14]([C:17]([O:19][C:20]([CH3:23])([CH3:21])[CH3:22])=[O:18])[CH2:13][CH2:12]1. The catalyst class is: 11.